Dataset: Forward reaction prediction with 1.9M reactions from USPTO patents (1976-2016). Task: Predict the product of the given reaction. (1) The product is: [C:16]([O:15][C:9]([CH3:8])([CH3:4])[CH3:10])([CH3:19])([CH3:18])[CH3:17]. Given the reactants IC1C=[CH:10][C:9]2[C:4](=CC=C[CH:8]=2)N=1.C([O:15][C:16]([CH3:19])([CH3:18])[CH3:17])(=O)C, predict the reaction product. (2) Given the reactants CS[C:3]1[S:4]/[C:5](=[CH:9]\[C:10]2[CH:11]=[C:12]3[C:17](=[CH:18][CH:19]=2)[N:16]=[CH:15][CH:14]=[CH:13]3)/[C:6](=[O:8])[N:7]=1.[OH:20][C:21]([CH3:25])([CH3:24])[CH2:22][NH2:23].CCN(C(C)C)C(C)C, predict the reaction product. The product is: [OH:20][C:21]([CH3:25])([CH3:24])[CH2:22][NH:23][C:3]1[S:4]/[C:5](=[CH:9]\[C:10]2[CH:11]=[C:12]3[C:17](=[CH:18][CH:19]=2)[N:16]=[CH:15][CH:14]=[CH:13]3)/[C:6](=[O:8])[N:7]=1.